This data is from Full USPTO retrosynthesis dataset with 1.9M reactions from patents (1976-2016). The task is: Predict the reactants needed to synthesize the given product. (1) Given the product [CH3:1][C:2]1([CH3:21])[CH2:3][CH2:4][CH:5]([NH:8][C:9]([C:11]2[CH:16]=[C:15]([NH2:17])[C:14]([NH2:18])=[CH:13][N:12]=2)=[O:10])[CH2:6][CH2:7]1, predict the reactants needed to synthesize it. The reactants are: [CH3:1][C:2]1([CH3:21])[CH2:7][CH2:6][CH:5]([NH:8][C:9]([C:11]2[CH:16]=[C:15]([NH2:17])[C:14]([N+:18]([O-])=O)=[CH:13][N:12]=2)=[O:10])[CH2:4][CH2:3]1. (2) Given the product [CH3:1][O:2][CH2:3][CH2:4][O:5][N:7]1[C:11](=[O:12])[C:10]2[C:9](=[CH:16][CH:15]=[CH:14][CH:13]=2)[C:8]1=[O:17], predict the reactants needed to synthesize it. The reactants are: [CH3:1][O:2][CH2:3][CH2:4][OH:5].O[N:7]1[C:11](=[O:12])[C:10]2=[CH:13][CH:14]=[CH:15][CH:16]=[C:9]2[C:8]1=[O:17].C1(P(C2C=CC=CC=2)C2C=CC=CC=2)C=CC=CC=1.N(C(OC(C)C)=O)=NC(OC(C)C)=O.